This data is from Reaction yield outcomes from USPTO patents with 853,638 reactions. The task is: Predict the reaction yield, written as a fraction of the theoretical maximum amount of product (1.0 means a 100% yield; for example, 0.34 means a 34% yield). (1) The reactants are CS(O[CH2:6][C:7]1[C:12]([Cl:13])=[CH:11][CH:10]=[C:9]([NH:14][C:15](=[O:17])[CH3:16])[C:8]=1[F:18])(=O)=O.[C-:19]#[N:20].[Na+].O. The catalyst is CS(C)=O. The product is [Cl:13][C:12]1[CH:11]=[CH:10][C:9]([NH:14][C:15](=[O:17])[CH3:16])=[C:8]([F:18])[C:7]=1[CH2:6][C:19]#[N:20]. The yield is 0.780. (2) The reactants are [CH2:1]([O:8][C:9]([C@@H:11]1[CH2:16][CH2:15][N:14](C(OC(C)(C)C)=O)[CH2:13][C@@H:12]1[C:24]([O:26][CH2:27][CH3:28])=[O:25])=[O:10])[C:2]1[CH:7]=[CH:6][CH:5]=[CH:4][CH:3]=1.FC(F)(F)C(O)=O. The catalyst is C(Cl)Cl. The product is [CH2:1]([O:8][C:9]([C@@H:11]1[CH2:16][CH2:15][NH:14][CH2:13][C@@H:12]1[C:24]([O:26][CH2:27][CH3:28])=[O:25])=[O:10])[C:2]1[CH:3]=[CH:4][CH:5]=[CH:6][CH:7]=1. The yield is 0.520. (3) The reactants are [CH:1]1([C:6]([OH:8])=[O:7])[CH2:5][CH:4]=[CH:3][CH2:2]1.S(Cl)(Cl)=O.[CH2:13](O)[CH3:14]. No catalyst specified. The product is [CH:1]1([C:6]([O:8][CH2:13][CH3:14])=[O:7])[CH2:5][CH:4]=[CH:3][CH2:2]1. The yield is 0.540. (4) The reactants are [Cl:1][C:2]1[N:10](CC=C)[C:9]2[C:8](=[O:14])[NH:7][C:6](=[O:15])[N:5]([CH2:16][CH2:17][CH:18]([CH3:20])[CH3:19])[C:4]=2[N:3]=1.N1CCOCC1.Cl.C(OCC)C. The catalyst is C1COCC1.C1C=CC([P]([Pd]([P](C2C=CC=CC=2)(C2C=CC=CC=2)C2C=CC=CC=2)([P](C2C=CC=CC=2)(C2C=CC=CC=2)C2C=CC=CC=2)[P](C2C=CC=CC=2)(C2C=CC=CC=2)C2C=CC=CC=2)(C2C=CC=CC=2)C2C=CC=CC=2)=CC=1. The product is [Cl:1][C:2]1[NH:10][C:9]2[C:8](=[O:14])[NH:7][C:6](=[O:15])[N:5]([CH2:16][CH2:17][CH:18]([CH3:20])[CH3:19])[C:4]=2[N:3]=1. The yield is 0.560. (5) The reactants are Cl[C:2]1[N:3]=[CH:4][C:5]2[N:11]([CH3:12])[C:10](=[O:13])[C:9]3([CH2:15][CH2:14]3)[CH2:8][N:7]([CH:16]3[CH2:20][CH2:19][CH2:18][CH2:17]3)[C:6]=2[N:21]=1.[NH2:22][C:23]1[CH:31]=[CH:30][C:26]([C:27]([OH:29])=[O:28])=[CH:25][C:24]=1[O:32][CH3:33].C(O)(C(F)(F)F)=O. No catalyst specified. The product is [CH:16]1([N:7]2[CH2:8][C:9]3([CH2:15][CH2:14]3)[C:10](=[O:13])[N:11]([CH3:12])[C:5]3[CH:4]=[N:3][C:2]([NH:22][C:23]4[CH:31]=[CH:30][C:26]([C:27]([OH:29])=[O:28])=[CH:25][C:24]=4[O:32][CH3:33])=[N:21][C:6]2=3)[CH2:20][CH2:19][CH2:18][CH2:17]1. The yield is 0.740. (6) The reactants are [Cl:1][C:2]1[C:3]([F:20])=[C:4]([C:13]2[N:18]=[CH:17][N:16]=[C:15]([OH:19])[CH:14]=2)[C:5]([N:8]2[CH:12]=[CH:11][N:10]=[N:9]2)=[CH:6][CH:7]=1.CN(C(ON1N=NC2C=CC=NC1=2)=[N+](C)C)C.F[P-](F)(F)(F)(F)F.C1CCN2C(=NCCC2)CC1.Cl.N[C@@H:58]1[C:74]2[CH:75]=[C:70]([CH:71]=[CH:72][CH:73]=2)[C:69]2[N:68]([CH3:76])[N:67]=[CH:66][C:65]=2[NH:64][C:63](=[O:77])[C@H:62]([CH3:78])[CH2:61][CH2:60][CH2:59]1. The yield is 0.120. The product is [Cl:1][C:2]1[C:3]([F:20])=[C:4]([C:13]2[N:18]=[CH:17][N:16]([C@@H:58]3[C:74]4[CH:75]=[C:70]([CH:71]=[CH:72][CH:73]=4)[C:69]4[N:68]([CH3:76])[N:67]=[CH:66][C:65]=4[NH:64][C:63](=[O:77])[C@H:62]([CH3:78])[CH2:61][CH2:60][CH2:59]3)[C:15](=[O:19])[CH:14]=2)[C:5]([N:8]2[CH:12]=[CH:11][N:10]=[N:9]2)=[CH:6][CH:7]=1. The catalyst is C(#N)C.CN(C=O)C.